This data is from hERG Central: cardiac toxicity at 1µM, 10µM, and general inhibition. The task is: Predict hERG channel inhibition at various concentrations. The drug is O=C1CC2(CCN(C(=O)c3cccc(Br)c3)CC2)Oc2ccccc21. Results: hERG_inhib (hERG inhibition (general)): blocker.